This data is from Forward reaction prediction with 1.9M reactions from USPTO patents (1976-2016). The task is: Predict the product of the given reaction. (1) Given the reactants [CH3:1][O:2][C:3]1[CH:4]=[CH:5][CH:6]=[C:7]2[C:12]=1[NH:11][C:10](=[O:13])[CH:9]([C:14]([O:16]CC)=[O:15])[CH2:8]2.[OH-].[Na+].Cl, predict the reaction product. The product is: [CH3:1][O:2][C:3]1[CH:4]=[CH:5][CH:6]=[C:7]2[C:12]=1[NH:11][C:10](=[O:13])[CH:9]([C:14]([OH:16])=[O:15])[CH2:8]2. (2) Given the reactants [NH:1]1[C:10]2[C:5](=[CH:6][CH:7]=[CH:8][CH:9]=2)[NH:4][CH2:3][CH2:2]1.C(N(CC)CC)C.[CH2:18]([O:25][C:26]1[C:34]([Cl:35])=[CH:33][C:29]([C:30](Cl)=[O:31])=[CH:28][C:27]=1[Cl:36])[C:19]1[CH:24]=[CH:23][CH:22]=[CH:21][CH:20]=1.CO, predict the reaction product. The product is: [CH2:18]([O:25][C:26]1[C:27]([Cl:36])=[CH:28][C:29]([C:30]([N:1]2[C:10]3[C:5](=[CH:6][CH:7]=[CH:8][CH:9]=3)[NH:4][CH2:3][CH2:2]2)=[O:31])=[CH:33][C:34]=1[Cl:35])[C:19]1[CH:20]=[CH:21][CH:22]=[CH:23][CH:24]=1. (3) The product is: [NH2:1][C:2]1[N:7]=[CH:6][N:5]=[C:4]2[N:8]([CH:12]3[CH2:17][CH2:16][CH2:15][N:14]([C:18]([O:20][C:21]([CH3:24])([CH3:23])[CH3:22])=[O:19])[CH2:13]3)[N:9]=[C:10]([C:38]3[CH:37]=[CH:36][C:35]([NH:34][C:32]4[O:33][C:29]5[C:28]([CH3:51])=[CH:27][C:26]([CH3:25])=[CH:50][C:30]=5[N:31]=4)=[CH:40][CH:39]=3)[C:3]=12. Given the reactants [NH2:1][C:2]1[N:7]=[CH:6][N:5]=[C:4]2[N:8]([CH:12]3[CH2:17][CH2:16][CH2:15][N:14]([C:18]([O:20][C:21]([CH3:24])([CH3:23])[CH3:22])=[O:19])[CH2:13]3)[N:9]=[C:10](I)[C:3]=12.[CH3:25][C:26]1[CH:27]=[C:28]([CH3:51])[C:29]2[O:33][C:32]([NH:34][C:35]3[CH:40]=[CH:39][C:38](B4OC(C)(C)C(C)(C)O4)=[CH:37][CH:36]=3)=[N:31][C:30]=2[CH:50]=1.C(=O)([O-])[O-].[Na+].[Na+], predict the reaction product. (4) The product is: [CH2:44]([N:43]([CH2:46][CH3:47])[CH2:42][CH2:41][CH2:40][CH2:39][NH:38][C:17]1[N:18]=[CH:19][C:14]2[CH:13]=[C:12]([C:3]3[CH:4]=[C:5]([O:10][CH3:11])[CH:6]=[C:7]([O:8][CH3:9])[C:2]=3[F:1])[C:25](=[O:26])[N:24]([CH2:27][CH2:28][C:29]3[CH:34]=[CH:33][CH:32]=[C:31]([N+:35]([O-:37])=[O:36])[CH:30]=3)[C:15]=2[N:16]=1)[CH3:45]. Given the reactants [F:1][C:2]1[C:7]([O:8][CH3:9])=[CH:6][C:5]([O:10][CH3:11])=[CH:4][C:3]=1[C:12]1[C:25](=[O:26])[N:24]([CH2:27][CH2:28][C:29]2[CH:34]=[CH:33][CH:32]=[C:31]([N+:35]([O-:37])=[O:36])[CH:30]=2)[C:15]2[N:16]=[C:17](S(C)(=O)=O)[N:18]=[CH:19][C:14]=2[CH:13]=1.[NH2:38][CH2:39][CH2:40][CH2:41][CH2:42][N:43]([CH2:46][CH3:47])[CH2:44][CH3:45], predict the reaction product. (5) Given the reactants [C:1]([NH:8][C:9]1[CH:14]=[CH:13][C:12]([NH2:15])=[CH:11][CH:10]=1)([O:3]C(C)(C)C)=O.C(N(CC)CC)C.[F:23][C:24]1[CH:32]=[CH:31][CH:30]=[CH:29][C:25]=1C(Cl)=O, predict the reaction product. The product is: [NH2:15][C:12]1[CH:11]=[CH:10][C:9]([NH:8][C:1](=[O:3])[C:25]2[CH:29]=[CH:30][CH:31]=[CH:32][C:24]=2[F:23])=[CH:14][CH:13]=1.